The task is: Predict the product of the given reaction.. This data is from Forward reaction prediction with 1.9M reactions from USPTO patents (1976-2016). (1) Given the reactants I[C:2]1[C:10]2[C:5](=[CH:6][CH:7]=[C:8]([CH:11]=[O:12])[CH:9]=2)[NH:4][N:3]=1.[CH3:13][O:14][C:15]1[CH:20]=[CH:19][C:18](B(O)O)=[C:17]([O:24][CH3:25])[C:16]=1[O:26][CH3:27].C([O-])([O-])=O.[K+].[K+].O1CCOCC1, predict the reaction product. The product is: [CH3:25][O:24][C:17]1[CH:18]=[C:19]([C:2]2[C:10]3[C:5](=[CH:6][CH:7]=[C:8]([CH:11]=[O:12])[CH:9]=3)[NH:4][N:3]=2)[CH:20]=[C:15]([O:14][CH3:13])[C:16]=1[O:26][CH3:27]. (2) Given the reactants [Cl:1][C:2]1[CH:18]=[CH:17][C:5]2[CH2:6][CH2:7][N:8]([C:11](=[O:16])[C:12]([F:15])([F:14])[F:13])[CH2:9][CH2:10][C:4]=2[C:3]=1OS(C(F)(F)F)(=O)=O.[C:27]([Si:31]([CH3:38])([CH3:37])[O:32][CH:33]1[CH2:36][NH:35][CH2:34]1)([CH3:30])([CH3:29])[CH3:28].C1C=CC(P(C2C(C3C(P(C4C=CC=CC=4)C4C=CC=CC=4)=CC=C4C=3C=CC=C4)=C3C(C=CC=C3)=CC=2)C2C=CC=CC=2)=CC=1.C(=O)([O-])[O-].[Cs+].[Cs+], predict the reaction product. The product is: [Cl:1][C:2]1[CH:18]=[CH:17][C:5]2[CH2:6][CH2:7][N:8]([C:11](=[O:16])[C:12]([F:15])([F:14])[F:13])[CH2:9][CH2:10][C:4]=2[C:3]=1[N:35]1[CH2:34][CH:33]([O:32][Si:31]([C:27]([CH3:30])([CH3:29])[CH3:28])([CH3:37])[CH3:38])[CH2:36]1. (3) Given the reactants [CH2:1]([O:3][C:4]1[CH:5]=[C:6]([CH:23]=[C:24](OCC)[C:25]=1[F:26])[CH2:7][N:8]1[CH2:13][CH2:12][CH:11]([NH:14][C:15]([C:17]2[CH:18]=[N:19][CH:20]=[N:21][CH:22]=2)=[O:16])[CH2:10][CH2:9]1)[CH3:2].C(OC1C=C(C=CC=1F)C=O)C.OC1C=C(C=CC=1F)C(O)=O.ClC1C=CC(C=O)=CC=1OCC.C([BH3-])#N.[Na+].C(N(C(C)C)C(C)C)C, predict the reaction product. The product is: [CH2:1]([O:3][C:4]1[CH:5]=[C:6]([CH:23]=[CH:24][C:25]=1[F:26])[CH2:7][N:8]1[CH2:13][CH2:12][CH:11]([NH:14][C:15]([C:17]2[CH:22]=[N:21][CH:20]=[N:19][CH:18]=2)=[O:16])[CH2:10][CH2:9]1)[CH3:2]. (4) Given the reactants C[N:2]1[C:6](=[O:7])CCC1.[NH2:8][C:9]1[S:10][C:11]([CH3:23])=[CH:12][C:13]=1[C:14]([C:16]1[C:17]([Cl:22])=[N:18][CH:19]=[CH:20][CH:21]=1)=O.NC(N)=O, predict the reaction product. The product is: [Cl:22][C:17]1[C:16]([C:14]2[C:13]3[CH:12]=[C:11]([CH3:23])[S:10][C:9]=3[N:8]=[C:6]([OH:7])[N:2]=2)=[CH:21][CH:20]=[CH:19][N:18]=1. (5) Given the reactants [C:1]([C@@H:3]1[N:7]2[CH2:8][CH2:9][N:10]([C:12]3[C:13]([C:18]#[N:19])=[N:14][CH:15]=[CH:16][N:17]=3)[CH2:11][C@@H:6]2[CH2:5][CH2:4]1)#[CH:2].I[C:21]1[CH:26]=[CH:25][CH:24]=[C:23]([O:27][CH3:28])[N:22]=1.C(N(C(C)C)CC)(C)C.C(N(CC(O)=O)CC(O)=O)CN(CC(O)=O)CC(O)=O, predict the reaction product. The product is: [CH3:28][O:27][C:23]1[N:22]=[C:21]([C:2]#[C:1][C@@H:3]2[N:7]3[CH2:8][CH2:9][N:10]([C:12]4[C:13]([C:18]#[N:19])=[N:14][CH:15]=[CH:16][N:17]=4)[CH2:11][C@@H:6]3[CH2:5][CH2:4]2)[CH:26]=[CH:25][CH:24]=1. (6) Given the reactants [C:1]1([C@H:11]([N:13]([CH2:21][CH:22]2[CH2:26][CH2:25][NH:24][CH2:23]2)C(=O)OC(C)(C)C)[CH3:12])[C:10]2[C:5](=[CH:6][CH:7]=[CH:8][CH:9]=2)[CH:4]=[CH:3][CH:2]=1.[C:27]([Cl:35])(=[O:34])[C:28]1[CH:33]=[CH:32][CH:31]=[CH:30][CH:29]=1.C(=O)(O)[O-].[Na+], predict the reaction product. The product is: [ClH:35].[C:27]([N:24]1[CH2:25][CH2:26][CH:22]([CH2:21][NH:13][C@@H:11]([C:1]2[C:10]3[C:5](=[CH:6][CH:7]=[CH:8][CH:9]=3)[CH:4]=[CH:3][CH:2]=2)[CH3:12])[CH2:23]1)(=[O:34])[C:28]1[CH:33]=[CH:32][CH:31]=[CH:30][CH:29]=1. (7) Given the reactants [Br:1][C:2]1[C:6]2[N:7]=[CH:8][N:9]=[C:10](Cl)[C:5]=2[S:4][CH:3]=1.[NH3:12], predict the reaction product. The product is: [Br:1][C:2]1[C:6]2[N:7]=[CH:8][N:9]=[C:10]([NH2:12])[C:5]=2[S:4][CH:3]=1. (8) Given the reactants [H-].[Na+].[CH:3]1([SH:9])[CH2:8][CH2:7][CH2:6][CH2:5][CH2:4]1.Cl[C:11]1[N:18]=[C:17]([C:19]([F:22])([F:21])[F:20])[CH:16]=[CH:15][C:12]=1[C:13]#[N:14].[NH4+].[Cl-], predict the reaction product. The product is: [CH:3]1([S:9][C:11]2[N:18]=[C:17]([C:19]([F:22])([F:20])[F:21])[CH:16]=[CH:15][C:12]=2[C:13]#[N:14])[CH2:8][CH2:7][CH2:6][CH2:5][CH2:4]1.